Predict the product of the given reaction. From a dataset of Forward reaction prediction with 1.9M reactions from USPTO patents (1976-2016). (1) Given the reactants [C:1]([OH:5])([CH3:4])([CH3:3])C.[CH:6]([C:9]1[CH:14]=[CH:13][C:12]([CH:15]2[C:19]3[C:20]([CH3:35])=[C:21]([NH:27][C:28](=[O:34])[CH2:29][C:30]([CH3:33])([CH3:32])[CH3:31])[C:22]([CH3:26])=C(C=C)[C:18]=3[O:17][CH2:16]2)=[CH:11][CH:10]=1)([CH3:8])[CH3:7].S([O-])([O-])=[O:37].[Na+].[Na+], predict the reaction product. The product is: [OH:5][CH:1]([C:4]1[C:18]2[O:17][CH2:16][CH:15]([C:12]3[CH:13]=[CH:14][C:9]([CH:6]([CH3:7])[CH3:8])=[CH:10][CH:11]=3)[C:19]=2[C:20]([CH3:35])=[C:21]([NH:27][C:28](=[O:34])[CH2:29][C:30]([CH3:32])([CH3:33])[CH3:31])[C:22]=1[CH3:26])[CH2:3][OH:37]. (2) Given the reactants C([O:8][C:9]1[CH:22]=[C:21]2[C:12]([C@@H:13]3[C@@:18]([CH3:23])([CH2:19][CH2:20]2)[CH2:17][CH2:16][C:15](=[O:24])[C:14]3([CH2:32][C:33]2[CH:38]=[CH:37][CH:36]=[CH:35][CH:34]=2)[CH2:25][C:26]2[CH:31]=[CH:30][CH:29]=[CH:28][CH:27]=2)=[CH:11][CH:10]=1)C1C=CC=CC=1.C1COCC1, predict the reaction product. The product is: [OH:8][C:9]1[CH:22]=[C:21]2[C:12]([C@@H:13]3[C@@:18]([CH3:23])([CH2:19][CH2:20]2)[CH2:17][CH2:16][C:15](=[O:24])[C:14]3([CH2:32][C:33]2[CH:38]=[CH:37][CH:36]=[CH:35][CH:34]=2)[CH2:25][C:26]2[CH:31]=[CH:30][CH:29]=[CH:28][CH:27]=2)=[CH:11][CH:10]=1. (3) Given the reactants [CH2:1]([O:3][C:4](=[O:43])/[CH:5]=[CH:6]/[CH2:7][CH2:8][CH2:9][CH:10]1[C:15]2=[N:16][C:17]([C:27]3[CH:32]=[CH:31][C:30]([CH3:33])=[CH:29][CH:28]=3)=[C:18]([C:20]3[CH:25]=[CH:24][C:23]([CH3:26])=[CH:22][CH:21]=3)[N:19]=[C:14]2[CH:13]=[CH:12][N:11]1[C:34]([O:36][C:37]1[CH:42]=[CH:41][CH:40]=[CH:39][CH:38]=1)=[O:35])[CH3:2], predict the reaction product. The product is: [CH2:1]([O:3][C:4](=[O:43])[CH2:5][CH2:6][CH2:7][CH2:8][CH2:9][CH:10]1[C:15]2=[N:16][C:17]([C:27]3[CH:28]=[CH:29][C:30]([CH3:33])=[CH:31][CH:32]=3)=[C:18]([C:20]3[CH:25]=[CH:24][C:23]([CH3:26])=[CH:22][CH:21]=3)[N:19]=[C:14]2[CH2:13][CH2:12][N:11]1[C:34]([O:36][C:37]1[CH:38]=[CH:39][CH:40]=[CH:41][CH:42]=1)=[O:35])[CH3:2]. (4) Given the reactants [C:1]([C:3]1[CH:8]=[CH:7][N:6]=[C:5]2[C:9]([C:12]([NH:14][C@H:15]3[CH2:20][CH2:19][CH2:18][CH2:17][C@@H:16]3[OH:21])=[O:13])=[CH:10][NH:11][C:4]=12)#[N:2].Br[CH2:23][C:24]1[CH:29]=[CH:28][C:27]([F:30])=[CH:26][CH:25]=1.C(=O)([O-])[O-].[Cs+].[Cs+], predict the reaction product. The product is: [C:1]([C:3]1[CH:8]=[CH:7][N:6]=[C:5]2[C:9]([C:12]([NH:14][C@H:15]3[CH2:20][CH2:19][CH2:18][CH2:17][C@@H:16]3[OH:21])=[O:13])=[CH:10][N:11]([CH2:23][C:24]3[CH:29]=[CH:28][C:27]([F:30])=[CH:26][CH:25]=3)[C:4]=12)#[N:2]. (5) The product is: [ClH:25].[C:1]([C:5]1[C:10]([O:11][CH2:12][CH3:13])=[CH:9][C:8]([C:14]2[N:15]([C:33]([N:42]3[CH2:43][CH2:44][NH:39][C:40](=[O:45])[CH2:41]3)=[O:34])[C@H:16]([C:26]3[CH:31]=[CH:30][C:29]([Cl:32])=[CH:28][CH:27]=3)[C@H:17]([C:19]3[CH:20]=[CH:21][C:22]([Cl:25])=[CH:23][CH:24]=3)[N:18]=2)=[C:7]([O:36][CH2:37][CH3:38])[CH:6]=1)([CH3:2])([CH3:4])[CH3:3]. Given the reactants [C:1]([C:5]1[C:10]([O:11][CH2:12][CH3:13])=[CH:9][C:8]([C:14]2[N:15]([C:33](Cl)=[O:34])[C@H:16]([C:26]3[CH:31]=[CH:30][C:29]([Cl:32])=[CH:28][CH:27]=3)[C@H:17]([C:19]3[CH:24]=[CH:23][C:22]([Cl:25])=[CH:21][CH:20]=3)[N:18]=2)=[C:7]([O:36][CH2:37][CH3:38])[CH:6]=1)([CH3:4])([CH3:3])[CH3:2].[NH:39]1[CH2:44][CH2:43][NH:42][CH2:41][C:40]1=[O:45], predict the reaction product.